From a dataset of Reaction yield outcomes from USPTO patents with 853,638 reactions. Predict the reaction yield, written as a fraction of the theoretical maximum amount of product (1.0 means a 100% yield; for example, 0.34 means a 34% yield). The reactants are C(O)=O.C(N(CC)CC)C.[Br:11][C:12]1[CH:19]=[CH:18][C:15]([CH:16]=O)=[CH:14][C:13]=1[I:20].[CH3:21][C:22]1(C)[O:29]C(=O)CC(=O)[O:23]1. The catalyst is CN(C=O)C. The product is [Br:11][C:12]1[CH:19]=[CH:18][C:15]([CH2:16][CH2:21][C:22]([OH:29])=[O:23])=[CH:14][C:13]=1[I:20]. The yield is 0.900.